Dataset: Full USPTO retrosynthesis dataset with 1.9M reactions from patents (1976-2016). Task: Predict the reactants needed to synthesize the given product. Given the product [Si:1]([O:18][CH2:19][C@@H:20]([N:23]1[C@H:28]([C:29]2[CH:30]=[CH:31][C:32]([Cl:35])=[CH:33][CH:34]=2)[C@@H:27]([C:36]2[CH:41]=[CH:40][CH:39]=[C:38]([Cl:42])[CH:37]=2)[CH2:26][C@@H:25]([CH:43]([CH3:49])[C:44]([O:46][CH3:47])=[O:45])[C:24]1=[O:48])[CH2:21][CH3:22])([C:14]([CH3:15])([CH3:17])[CH3:16])([C:8]1[CH:13]=[CH:12][CH:11]=[CH:10][CH:9]=1)[C:2]1[CH:3]=[CH:4][CH:5]=[CH:6][CH:7]=1, predict the reactants needed to synthesize it. The reactants are: [Si:1]([O:18][CH2:19][C@@H:20]([N:23]1[C@H:28]([C:29]2[CH:34]=[CH:33][C:32]([Cl:35])=[CH:31][CH:30]=2)[C@@H:27]([C:36]2[CH:41]=[CH:40][CH:39]=[C:38]([Cl:42])[CH:37]=2)[CH2:26][C@@H:25]([CH2:43][C:44]([O:46][CH3:47])=[O:45])[C:24]1=[O:48])[CH2:21][CH3:22])([C:14]([CH3:17])([CH3:16])[CH3:15])([C:8]1[CH:13]=[CH:12][CH:11]=[CH:10][CH:9]=1)[C:2]1[CH:7]=[CH:6][CH:5]=[CH:4][CH:3]=1.[CH3:49]N(P(N(C)C)(N(C)C)=O)C.[Li+].C[Si]([N-][Si](C)(C)C)(C)C.IC.